From a dataset of Catalyst prediction with 721,799 reactions and 888 catalyst types from USPTO. Predict which catalyst facilitates the given reaction. (1) Reactant: [OH:1][C:2]1[CH:11]=[CH:10][C:9]2[C:4](=[CH:5][CH:6]=[CH:7][CH:8]=2)[N:3]=1.[H-].[Na+].[CH3:14][O:15][N:16]=[C:17]([C:20]1[CH:25]=[CH:24][C:23]([CH3:26])=[CH:22][CH:21]=1)[CH2:18]Br. Product: [CH3:14][O:15][N:16]=[C:17]([C:20]1[CH:21]=[CH:22][C:23]([CH3:26])=[CH:24][CH:25]=1)[CH2:18][N:3]1[C:4]2[C:9](=[CH:8][CH:7]=[CH:6][CH:5]=2)[CH:10]=[CH:11][C:2]1=[O:1]. The catalyst class is: 3. (2) Reactant: Cl[CH2:2][C:3]#[C:4][CH2:5][N:6]1[CH:10]=[CH:9][C:8]([N+:11]([O-:13])=[O:12])=[N:7]1.Cl.[O:15]1CCCC1. Product: [N+:11]([C:8]1[CH:9]=[CH:10][N:6]([CH2:5][C:4]#[C:3][CH2:2][OH:15])[N:7]=1)([O-:13])=[O:12]. The catalyst class is: 42. (3) Reactant: [OH-].[Na+].C1COCC1.[CH3:8][N:9]1[C:17]2[C:12](=[CH:13][CH:14]=[C:15]([C:18]([O:20]C)=[O:19])[CH:16]=2)[C:11]([C:22]2[CH:27]=[CH:26][CH:25]=[CH:24][CH:23]=2)=[N:10]1.Cl. Product: [CH3:8][N:9]1[C:17]2[C:12](=[CH:13][CH:14]=[C:15]([C:18]([OH:20])=[O:19])[CH:16]=2)[C:11]([C:22]2[CH:27]=[CH:26][CH:25]=[CH:24][CH:23]=2)=[N:10]1. The catalyst class is: 5. (4) Reactant: [H-].[H-].[H-].[H-].[Li+].[Al+3].[CH3:7][O:8][C:9]1[CH:10]=[C:11]([C:15]2([C:21]#[N:22])[CH2:20][CH2:19][O:18][CH2:17][CH2:16]2)[CH:12]=[CH:13][CH:14]=1.O.[OH-].[Na+]. Product: [CH3:7][O:8][C:9]1[CH:10]=[C:11]([C:15]2([CH2:21][NH2:22])[CH2:20][CH2:19][O:18][CH2:17][CH2:16]2)[CH:12]=[CH:13][CH:14]=1. The catalyst class is: 27. (5) Reactant: [CH3:1][O:2][C:3]1[C:17]([O:18][CH3:19])=[CH:16][CH:15]=[CH:14][C:4]=1[CH2:5][NH:6][CH2:7][CH2:8][CH2:9][CH2:10][CH2:11][CH2:12][CH3:13].[OH:20][C:21]1[CH:26]=[CH:25][C:24]([CH2:27][CH2:28][C:29]([OH:31])=O)=[CH:23][CH:22]=1.F[B-](F)(F)F.N1(OC(N(C)C)=[N+](C)C)C2C=CC=CC=2N=N1.C(N(C(C)C)CC)(C)C. Product: [CH3:1][O:2][C:3]1[C:17]([O:18][CH3:19])=[CH:16][CH:15]=[CH:14][C:4]=1[CH2:5][N:6]([CH2:7][CH2:8][CH2:9][CH2:10][CH2:11][CH2:12][CH3:13])[C:29](=[O:31])[CH2:28][CH2:27][C:24]1[CH:23]=[CH:22][C:21]([OH:20])=[CH:26][CH:25]=1. The catalyst class is: 25.